Dataset: Forward reaction prediction with 1.9M reactions from USPTO patents (1976-2016). Task: Predict the product of the given reaction. Given the reactants C([N:8]1[CH2:13][CH2:12][CH:11]([N:14]2[CH2:19][CH2:18][CH2:17][CH2:16][C:15]2=[O:20])[CH2:10][CH2:9]1)C1C=CC=CC=1, predict the reaction product. The product is: [NH:8]1[CH2:9][CH2:10][CH:11]([N:14]2[CH2:19][CH2:18][CH2:17][CH2:16][C:15]2=[O:20])[CH2:12][CH2:13]1.